From a dataset of Forward reaction prediction with 1.9M reactions from USPTO patents (1976-2016). Predict the product of the given reaction. (1) Given the reactants [Cl:1][C:2]1[CH:19]=[CH:18][C:5]([CH2:6][N:7]2[C:12]([S:13][CH2:14][CH3:15])=[N:11][C:10](=[O:16])[NH:9][C:8]2=[O:17])=[CH:4][CH:3]=1.Br[CH2:21][C:22](=[N:28][O:29][CH3:30])[C:23]([O:25][CH2:26][CH3:27])=[O:24].CN(C=O)C.C(=O)([O-])[O-].[K+].[K+], predict the reaction product. The product is: [Cl:1][C:2]1[CH:3]=[CH:4][C:5]([CH2:6][N:7]2[C:12]([S:13][CH2:14][CH3:15])=[N:11][C:10](=[O:16])[N:9]([CH2:21][C:22]([C:23]([O:25][CH2:26][CH3:27])=[O:24])=[N:28][O:29][CH3:30])[C:8]2=[O:17])=[CH:18][CH:19]=1. (2) Given the reactants Cl[C:2]1[C:3]2[C:12]([C:13]([NH2:15])=[O:14])=[CH:11][N:10]([CH2:16][O:17][CH2:18][CH2:19][Si:20]([CH3:23])([CH3:22])[CH3:21])[C:4]=2[N:5]=[C:6]([S:8][CH3:9])[N:7]=1.[F:24][C:25]1[CH:30]=[CH:29][C:28](B(O)O)=[C:27]([CH3:34])[CH:26]=1, predict the reaction product. The product is: [CH3:34][C:27]1[CH:26]=[C:25]([F:24])[CH:30]=[CH:29][C:28]=1[C:2]1[C:3]2[C:12]([C:13]([NH2:15])=[O:14])=[CH:11][N:10]([CH2:16][O:17][CH2:18][CH2:19][Si:20]([CH3:23])([CH3:22])[CH3:21])[C:4]=2[N:5]=[C:6]([S:8][CH3:9])[N:7]=1.